This data is from Full USPTO retrosynthesis dataset with 1.9M reactions from patents (1976-2016). The task is: Predict the reactants needed to synthesize the given product. (1) Given the product [CH2:1]([C:3]1([CH2:8][CH2:9][CH2:10][CH2:11][CH2:12][CH:13]([C:15]2[N:16]([CH2:30][O:31][CH2:32][CH2:33][Si:34]([CH3:36])([CH3:37])[CH3:35])[CH:17]=[C:18]([C:20]3[CH:29]=[CH:28][C:27]4[C:22](=[CH:23][CH:24]=[CH:25][CH:26]=4)[CH:21]=3)[N:19]=2)[OH:14])[O:4][CH2:5][CH2:6][O:7]1)[CH3:2], predict the reactants needed to synthesize it. The reactants are: [CH2:1]([C:3]1([CH2:8][CH2:9][CH2:10][CH2:11][CH2:12][C:13]([C:15]2[N:16]([CH2:30][O:31][CH2:32][CH2:33][Si:34]([CH3:37])([CH3:36])[CH3:35])[CH:17]=[C:18]([C:20]3[CH:29]=[CH:28][C:27]4[C:22](=[CH:23][CH:24]=[CH:25][CH:26]=4)[CH:21]=3)[N:19]=2)=[O:14])[O:7][CH2:6][CH2:5][O:4]1)[CH3:2].[BH4-].[Na+].O. (2) Given the product [NH:15]([C:4](=[O:5])[C:3]([N:2]([CH3:1])[CH2:8][C:9]1[CH:14]=[CH:13][N:12]=[CH:11][CH:10]=1)=[O:7])[NH2:16], predict the reactants needed to synthesize it. The reactants are: [CH3:1][N:2]([CH2:8][C:9]1[CH:14]=[CH:13][N:12]=[CH:11][CH:10]=1)[C:3](=[O:7])[C:4]([O-])=[O:5].[NH2:15][NH2:16]. (3) Given the product [Cl:1][C:2]1[CH:35]=[CH:34][CH:33]=[CH:32][C:3]=1[O:4][C:5]1[CH2:9][N:8]([C@@H:10]([CH2:27][CH2:28][O:29][CH3:30])[C:11]([NH:13][C:14]2[CH:18]=[CH:17][N:16]([CH2:19][C@@H:20]([OH:21])[CH2:24][OH:23])[N:15]=2)=[O:12])[C:7](=[O:31])[CH:6]=1, predict the reactants needed to synthesize it. The reactants are: [Cl:1][C:2]1[CH:35]=[CH:34][CH:33]=[CH:32][C:3]=1[O:4][C:5]1[CH2:9][N:8]([C@@H:10]([CH2:27][CH2:28][O:29][CH3:30])[C:11]([NH:13][C:14]2[CH:18]=[CH:17][N:16]([CH2:19][C@@H:20]3[CH2:24][O:23]C(C)(C)[O:21]3)[N:15]=2)=[O:12])[C:7](=[O:31])[CH:6]=1.O.C1(C)C=CC(S(O)(=O)=O)=CC=1. (4) Given the product [NH2:1][C:2]1[C:11]([O:12][CH3:13])=[CH:10][C:9]([Br:21])=[CH:8][C:3]=1[C:4]([O:6][CH3:7])=[O:5], predict the reactants needed to synthesize it. The reactants are: [NH2:1][C:2]1[C:11]([O:12][CH3:13])=[CH:10][CH:9]=[CH:8][C:3]=1[C:4]([O:6][CH3:7])=[O:5].C1C(=O)N([Br:21])C(=O)C1. (5) Given the product [CH3:15][O:16][C:17]1[CH:22]=[C:21]2[C:20]([CH2:23][CH2:24][N:25]=[C:26]2[CH3:27])=[CH:19][CH:18]=1, predict the reactants needed to synthesize it. The reactants are: O=P12OP3(OP(OP(O3)(O1)=O)(=O)O2)=O.[CH3:15][O:16][C:17]1[CH:22]=[CH:21][C:20]([CH2:23][CH2:24][NH:25][C:26](=O)[CH3:27])=[CH:19][CH:18]=1.P(Cl)(Cl)(Cl)=O.[OH-].[K+]. (6) Given the product [O:1]1[CH2:2][CH:3]=[C:4]([C:7]2[CH:8]=[C:9]([C:23]3[N:28]=[C:27]([CH3:29])[N:26]=[C:25]([NH2:30])[N:24]=3)[C:10]([NH:13][C:14]3[CH:15]=[N:16][C:17]([O:21][CH3:22])=[C:18]([F:20])[CH:19]=3)=[N:11][CH:12]=2)[CH2:5][CH2:6]1, predict the reactants needed to synthesize it. The reactants are: [O:1]1[CH2:6][CH:5]=[C:4]([C:7]2[CH:8]=[C:9]([C:23]3[N:28]=[C:27]([CH3:29])[N:26]=[C:25]([N:30](CC4C=CC(OC)=CC=4)CC4C=CC(OC)=CC=4)[N:24]=3)[C:10]([NH:13][C:14]3[CH:15]=[N:16][C:17]([O:21][CH3:22])=[C:18]([F:20])[CH:19]=3)=[N:11][CH:12]=2)[CH2:3][CH2:2]1.FC(F)(F)S(O)(=O)=O. (7) Given the product [CH2:1]([O:3][C:4]([C:6]1[S:7][C:8]2[N:9]=[C:10]([C:34]3[CH:33]=[C:32]([F:35])[CH:31]=[CH:30][C:29]=3[Cl:28])[C:11]([C:25]#[N:26])=[C:12]3[C:17]=2[C:16]=1[NH:15][C:14](=[O:18])[N:13]3[C:19]1[CH:20]=[CH:21][N:22]=[CH:23][CH:24]=1)=[O:5])[CH3:2], predict the reactants needed to synthesize it. The reactants are: [CH2:1]([O:3][C:4]([C:6]1[S:7][C:8]2[N:9]=[C:10](Cl)[C:11]([C:25]#[N:26])=[C:12]3[C:17]=2[C:16]=1[NH:15][C:14](=[O:18])[N:13]3[C:19]1[CH:24]=[CH:23][N:22]=[CH:21][CH:20]=1)=[O:5])[CH3:2].[Cl:28][C:29]1[CH:34]=[CH:33][C:32]([F:35])=[CH:31][C:30]=1B(O)O.O1CCOCC1. (8) Given the product [OH:27][CH2:26][CH2:25][CH2:24][NH:23][C:20]([C:17]1[CH:16]=[CH:15][C:14]([C:3]2[CH:4]=[C:5]([C:8]3[O:9][C:10]([CH3:13])=[N:11][N:12]=3)[CH:6]=[CH:7][C:2]=2[CH3:1])=[CH:19][CH:18]=1)=[O:22], predict the reactants needed to synthesize it. The reactants are: [CH3:1][C:2]1[CH:7]=[CH:6][C:5]([C:8]2[O:9][C:10]([CH3:13])=[N:11][N:12]=2)=[CH:4][C:3]=1[C:14]1[CH:19]=[CH:18][C:17]([C:20]([OH:22])=O)=[CH:16][CH:15]=1.[NH2:23][CH2:24][CH2:25][CH2:26][OH:27].Cl.CN(C)CCCN=C=NCC.ON1C2C=CC=CC=2N=N1. (9) Given the product [CH3:31][O:32][N:33]=[C:27]1[CH:19]2[CH2:20][CH2:21][CH:22]([CH:23]3[CH:18]2[C:17](=[O:29])[CH:16]([C:10]2[CH:9]=[C:8]([C:5]4[CH:6]=[CH:7][C:2]([Cl:1])=[CH:3][CH:4]=4)[CH:13]=[CH:12][C:11]=2[CH2:14][CH3:15])[C:24]3=[O:25])[CH2:26]1, predict the reactants needed to synthesize it. The reactants are: [Cl:1][C:2]1[CH:7]=[CH:6][C:5]([C:8]2[CH:13]=[CH:12][C:11]([CH2:14][CH3:15])=[C:10]([CH:16]3[C:24](=[O:25])[CH:23]4[CH:18]([CH:19]5[C:27](=O)[CH2:26][CH:22]4[CH2:21][CH2:20]5)[C:17]3=[O:29])[CH:9]=2)=[CH:4][CH:3]=1.Cl.[CH3:31][O:32][NH2:33].N1C=CC=CC=1. (10) The reactants are: [CH3:1][C:2]1[O:3][C:4]2[C:10]([CH2:11][OH:12])=[CH:9][C:8]([O:13][C:14]([F:17])([F:16])[F:15])=[CH:7][C:5]=2[CH:6]=1.O[C:19]1[CH:20]=[CH:21][C:22]([CH2:28][CH2:29][C:30]([O:32]CC)=[O:31])=[C:23]2[C:27]=1[CH2:26][CH2:25][CH2:24]2. Given the product [CH3:1][C:2]1[O:3][C:4]2[C:10]([CH2:11][O:12][C:19]3[CH:20]=[CH:21][C:22]([CH2:28][CH2:29][C:30]([OH:32])=[O:31])=[C:23]4[C:27]=3[CH2:26][CH2:25][CH2:24]4)=[CH:9][C:8]([O:13][C:14]([F:15])([F:17])[F:16])=[CH:7][C:5]=2[CH:6]=1, predict the reactants needed to synthesize it.